Task: Predict which catalyst facilitates the given reaction.. Dataset: Catalyst prediction with 721,799 reactions and 888 catalyst types from USPTO (1) Reactant: [F:1][C:2]1[CH:7]=[CH:6][C:5]([CH:8]([N:30]2[CH2:35][CH2:34][N:33]([CH:36]([CH3:38])[CH3:37])[CH2:32][CH2:31]2)[CH2:9][N:10]2[CH2:15][CH2:14][N:13]([CH2:16][CH2:17][CH2:18][C:19]3[S:23][CH:22]=[N:21][C:20]=3[C:24]3[CH:29]=[CH:28][CH:27]=[CH:26][CH:25]=3)[CH2:12][CH2:11]2)=[CH:4][CH:3]=1.[ClH:39].O1CCOCC1. Product: [ClH:39].[ClH:39].[ClH:39].[ClH:39].[F:1][C:2]1[CH:7]=[CH:6][C:5]([CH:8]([N:30]2[CH2:31][CH2:32][N:33]([CH:36]([CH3:38])[CH3:37])[CH2:34][CH2:35]2)[CH2:9][N:10]2[CH2:15][CH2:14][N:13]([CH2:16][CH2:17][CH2:18][C:19]3[S:23][CH:22]=[N:21][C:20]=3[C:24]3[CH:29]=[CH:28][CH:27]=[CH:26][CH:25]=3)[CH2:12][CH2:11]2)=[CH:4][CH:3]=1. The catalyst class is: 8. (2) Reactant: [NH2:1][C:2]1[N:7]=[C:6]([C:8]2[CH:9]=[CH:10][C:11]3[N:12]([CH:14]=[C:15]([C:17]([O:19][CH2:20][CH3:21])=[O:18])[N:16]=3)[CH:13]=2)[CH:5]=[CH:4][CH:3]=1.[C:22](O[C:22]([O:24][C:25]([CH3:28])([CH3:27])[CH3:26])=[O:23])([O:24][C:25]([CH3:28])([CH3:27])[CH3:26])=[O:23]. Product: [CH3:27][C:25]([CH3:28])([O:24][C:22]([N:1]([C:22]([O:24][C:25]([CH3:28])([CH3:27])[CH3:26])=[O:23])[C:2]1[N:7]=[C:6]([C:8]2[CH:9]=[CH:10][C:11]3[N:12]([CH:14]=[C:15]([C:17]([O:19][CH2:20][CH3:21])=[O:18])[N:16]=3)[CH:13]=2)[CH:5]=[CH:4][CH:3]=1)=[O:23])[CH3:26]. The catalyst class is: 594.